From a dataset of Peptide-MHC class II binding affinity with 134,281 pairs from IEDB. Regression. Given a peptide amino acid sequence and an MHC pseudo amino acid sequence, predict their binding affinity value. This is MHC class II binding data. (1) The MHC is DRB1_1101 with pseudo-sequence DRB1_1101. The binding affinity (normalized) is 0.588. The peptide sequence is NDKPFQNVNRITYGA. (2) The peptide sequence is CGYLMFLGGVKPTHI. The MHC is DRB3_0301 with pseudo-sequence DRB3_0301. The binding affinity (normalized) is 0.733. (3) The peptide sequence is EKKYFAATQFVPLAA. The MHC is HLA-DPA10103-DPB10401 with pseudo-sequence HLA-DPA10103-DPB10401. The binding affinity (normalized) is 1.00. (4) The MHC is HLA-DPA10201-DPB10501 with pseudo-sequence HLA-DPA10201-DPB10501. The binding affinity (normalized) is 0.247. The peptide sequence is EKKYNAATQFEPLAA. (5) The peptide sequence is GMEWIAVKIQKFIEWLKVKI. The MHC is DRB1_0401 with pseudo-sequence DRB1_0401. The binding affinity (normalized) is 0.324.